From a dataset of Reaction yield outcomes from USPTO patents with 853,638 reactions. Predict the reaction yield, written as a fraction of the theoretical maximum amount of product (1.0 means a 100% yield; for example, 0.34 means a 34% yield). The product is [Br:1][C:2]1[C:3]([CH2:18][C:19]2[CH:24]=[CH:23][C:22]([Cl:25])=[C:21]([Cl:26])[CH:20]=2)=[C:4]([C:13]([OH:15])=[O:14])[S:5][C:6]=1[N:7]1[CH2:12][CH2:11][O:10][CH2:9][CH2:8]1. The reactants are [Br:1][C:2]1[C:3]([CH2:18][C:19]2[CH:24]=[CH:23][C:22]([Cl:25])=[C:21]([Cl:26])[CH:20]=2)=[C:4]([C:13]([O:15]CC)=[O:14])[S:5][C:6]=1[N:7]1[CH2:12][CH2:11][O:10][CH2:9][CH2:8]1.[OH-].[Na+].Cl. The catalyst is C1COCC1.CO.O. The yield is 0.900.